This data is from Peptide-MHC class II binding affinity with 134,281 pairs from IEDB. The task is: Regression. Given a peptide amino acid sequence and an MHC pseudo amino acid sequence, predict their binding affinity value. This is MHC class II binding data. (1) The peptide sequence is EKKYFRATQFEPLAA. The MHC is HLA-DPA10201-DPB11401 with pseudo-sequence HLA-DPA10201-DPB11401. The binding affinity (normalized) is 0.848. (2) The MHC is DRB1_0101 with pseudo-sequence DRB1_0101. The binding affinity (normalized) is 0.636. The peptide sequence is EKKYFAATQFNPLAA. (3) The peptide sequence is TRYTLDFDRAQRA. The MHC is DRB1_0404 with pseudo-sequence DRB1_0404. The binding affinity (normalized) is 0.475. (4) The peptide sequence is VVLFAVFLGSAYGIP. The MHC is HLA-DPA10103-DPB10301 with pseudo-sequence HLA-DPA10103-DPB10301. The binding affinity (normalized) is 0.0648. (5) The peptide sequence is IQSIPFVHLGHRDNI. The MHC is DRB1_0405 with pseudo-sequence DRB1_0405. The binding affinity (normalized) is 0.418. (6) The peptide sequence is PELVPEDPEDSALLEDPAGT. The MHC is DRB1_0405 with pseudo-sequence DRB1_0405. The binding affinity (normalized) is 0.209. (7) The peptide sequence is RKVCYNAVLTHVKIN. The MHC is DRB1_0404 with pseudo-sequence DRB1_0404. The binding affinity (normalized) is 0.396. (8) The peptide sequence is AGALEVHAVKPVTEE. The MHC is DRB5_0101 with pseudo-sequence DRB5_0101. The binding affinity (normalized) is 0.183. (9) The peptide sequence is FTLTVAWRTATLILA. The MHC is DRB1_0802 with pseudo-sequence DRB1_0802. The binding affinity (normalized) is 0.636. (10) The peptide sequence is TWAENIQVAINQVRAII. The MHC is DRB3_0101 with pseudo-sequence DRB3_0101. The binding affinity (normalized) is 0.331.